Dataset: Reaction yield outcomes from USPTO patents with 853,638 reactions. Task: Predict the reaction yield, written as a fraction of the theoretical maximum amount of product (1.0 means a 100% yield; for example, 0.34 means a 34% yield). (1) The reactants are C(NC(C)C)(C)C.C([Li])CCC.[CH3:13][O:14][C:15](=[O:27])[CH2:16][C:17]1[CH:22]=[CH:21][C:20]([Cl:23])=[C:19]([N+:24]([O-:26])=[O:25])[CH:18]=1.I[CH2:29][CH:30]1[CH2:34][CH2:33][CH2:32][CH2:31]1. The catalyst is O1CCCC1.CN1CCCN(C)C1=O. The product is [CH3:13][O:14][C:15](=[O:27])[CH:16]([C:17]1[CH:22]=[CH:21][C:20]([Cl:23])=[C:19]([N+:24]([O-:26])=[O:25])[CH:18]=1)[CH2:29][CH:30]1[CH2:34][CH2:33][CH2:32][CH2:31]1. The yield is 0.320. (2) The reactants are [Br:1][C:2]1[C:14](=[O:15])[N:13]([CH:16]2[CH2:20][CH2:19][CH2:18][CH2:17]2)[C:5]2[N:6]=[C:7](S(C)=O)[N:8]=[CH:9][C:4]=2[C:3]=1[CH3:21].[CH3:22][O:23][CH2:24][CH2:25][N:26]([CH2:34][CH2:35][O:36][CH3:37])[C:27]1[CH:28]=[CH:29][C:30]([NH2:33])=[N:31][CH:32]=1. The catalyst is C1(C)C=CC=CC=1. The product is [CH3:37][O:36][CH2:35][CH2:34][N:26]([CH2:25][CH2:24][O:23][CH3:22])[C:27]1[CH:28]=[CH:29][C:30]([NH:33][C:7]2[N:8]=[CH:9][C:4]3[C:3]([CH3:21])=[C:2]([Br:1])[C:14](=[O:15])[N:13]([CH:16]4[CH2:20][CH2:19][CH2:18][CH2:17]4)[C:5]=3[N:6]=2)=[N:31][CH:32]=1. The yield is 0.850. (3) The reactants are [Cl:1][C:2]1[C:3]([C:20]2[N:24]3[CH:25]=[CH:26][CH:27]=[CH:28][C:23]3=[N:22][CH:21]=2)=[N:4][C:5]([NH:8][C:9]2[CH:17]=[CH:16][C:12]([C:13]([OH:15])=O)=[CH:11][C:10]=2[O:18][CH3:19])=[N:6][CH:7]=1.[C@H:29]12[CH2:35][C@H:32]([NH:33][CH2:34]1)[CH2:31][N:30]2C(OC(C)(C)C)=O.CN(C(ON1N=NC2C=CC=NC1=2)=[N+](C)C)C.F[P-](F)(F)(F)(F)F.C(N(CC)C(C)C)(C)C. The catalyst is CN(C=O)C.CCOC(C)=O. The product is [Cl:1][C:2]1[C:3]([C:20]2[N:24]3[CH:25]=[CH:26][CH:27]=[CH:28][C:23]3=[N:22][CH:21]=2)=[N:4][C:5]([NH:8][C:9]2[CH:17]=[CH:16][C:12]([C:13]([N:30]3[CH2:31][C@@H:32]4[CH2:35][C@H:29]3[CH2:34][NH:33]4)=[O:15])=[CH:11][C:10]=2[O:18][CH3:19])=[N:6][CH:7]=1. The yield is 0.360.